This data is from Full USPTO retrosynthesis dataset with 1.9M reactions from patents (1976-2016). The task is: Predict the reactants needed to synthesize the given product. Given the product [CH2:32]([N:15]1[C:14](=[O:35])[C:13]2[NH:12][CH:2]=[N:19][C:18]=2[NH:17][C:16]1=[O:31])[CH2:33][CH3:34], predict the reactants needed to synthesize it. The reactants are: F[C:2]1C=CC(CC(O)=O)=CC=1.[NH2:12][C:13]1[C:14](=[O:35])[N:15]([CH2:32][CH2:33][CH3:34])[C:16](=[O:31])[N:17](CCC2C=CC([N+]([O-])=O)=CC=2)[C:18]=1[NH2:19].